From a dataset of Full USPTO retrosynthesis dataset with 1.9M reactions from patents (1976-2016). Predict the reactants needed to synthesize the given product. (1) Given the product [NH2:37][C:3]1[C:6](=[O:7])[C:5](=[O:8])[C:4]=1[NH:9][C:10]1[CH:11]=[C:12]([NH:17][C:18]([C:20]2[S:21][CH:22]=[CH:23][C:24]=2[NH:25][CH2:26][C:27]2[C:36]3[C:31](=[CH:32][CH:33]=[CH:34][CH:35]=3)[N:30]=[CH:29][CH:28]=2)=[O:19])[CH:13]=[CH:14][C:15]=1[CH3:16], predict the reactants needed to synthesize it. The reactants are: CO[C:3]1[C:6](=[O:7])[C:5](=[O:8])[C:4]=1[NH:9][C:10]1[CH:11]=[C:12]([NH:17][C:18]([C:20]2[S:21][CH:22]=[CH:23][C:24]=2[NH:25][CH2:26][C:27]2[C:36]3[C:31](=[CH:32][CH:33]=[CH:34][CH:35]=3)[N:30]=[CH:29][CH:28]=2)=[O:19])[CH:13]=[CH:14][C:15]=1[CH3:16].[NH3:37]. (2) The reactants are: [CH:1]([C:4]1[C:8]([CH2:9][OH:10])=[CH:7][N:6]([C:11]2[CH:16]=[CH:15][C:14]([C:17]([F:20])([F:19])[F:18])=[CH:13][N:12]=2)[N:5]=1)([CH3:3])[CH3:2].O[C:22]1[CH:26]=[C:25]([C:27]([O:29][CH3:30])=[O:28])[N:24]([CH3:31])[N:23]=1.C1(P(C2C=CC=CC=2)C2C=CC=CC=2)C=CC=CC=1.N(C(OCC)=O)=NC(OCC)=O. Given the product [CH:1]([C:4]1[C:8]([CH2:9][O:10][C:22]2[CH:26]=[C:25]([C:27]([O:29][CH3:30])=[O:28])[N:24]([CH3:31])[N:23]=2)=[CH:7][N:6]([C:11]2[CH:16]=[CH:15][C:14]([C:17]([F:19])([F:18])[F:20])=[CH:13][N:12]=2)[N:5]=1)([CH3:3])[CH3:2], predict the reactants needed to synthesize it. (3) Given the product [O:1]1[C:5]([C:6]2[CH:11]=[CH:10][C:9]([NH:12][N:13]=[CH:14][C:15]3[CH:16]=[CH:17][C:18]([O:19][CH2:20][C:21]([OH:23])=[O:22])=[CH:28][CH:29]=3)=[CH:8][CH:7]=2)=[CH:4][N:3]=[CH:2]1, predict the reactants needed to synthesize it. The reactants are: [O:1]1[C:5]([C:6]2[CH:11]=[CH:10][C:9]([NH:12][N:13]=[CH:14][C:15]3[CH:29]=[CH:28][C:18]([O:19][CH2:20][C:21]([O:23]C(C)(C)C)=[O:22])=[CH:17][CH:16]=3)=[CH:8][CH:7]=2)=[CH:4][N:3]=[CH:2]1.FC(F)(F)C(O)=O. (4) The reactants are: F[C:2]1[C:3]([C:10]([F:13])([F:12])[F:11])=[C:4]([CH:7]=[CH:8][CH:9]=1)[C:5]#[N:6].[CH:14]([NH2:18])([CH2:16][CH3:17])[CH3:15]. Given the product [CH:14]([NH:18][C:9]1[CH:8]=[CH:7][C:4]([C:5]#[N:6])=[C:3]([C:10]([F:13])([F:12])[F:11])[CH:2]=1)([CH2:16][CH3:17])[CH3:15], predict the reactants needed to synthesize it. (5) Given the product [Cl:9][C:10]1[CH:15]=[CH:14][C:13]([C:2]2[CH:8]=[CH:7][C:5]([NH2:6])=[CH:4][CH:3]=2)=[C:12]([CH3:19])[CH:11]=1, predict the reactants needed to synthesize it. The reactants are: I[C:2]1[CH:8]=[CH:7][C:5]([NH2:6])=[CH:4][CH:3]=1.[Cl:9][C:10]1[CH:15]=[CH:14][C:13](B(O)O)=[C:12]([CH3:19])[CH:11]=1.C([O-])([O-])=O.[K+].[K+].O. (6) Given the product [O:12]=[C:6]1[C:5]2=[N:13][NH:14][CH:15]=[C:4]2[C:3]2[C:2]([NH:35][C:36]3[CH:41]=[CH:40][C:39]([NH:42][C:43](=[O:50])[C:44]4[CH:49]=[CH:48][CH:47]=[CH:46][CH:45]=4)=[CH:38][CH:37]=3)=[CH:11][CH:10]=[N:9][C:8]=2[NH:7]1, predict the reactants needed to synthesize it. The reactants are: Cl[C:2]1[C:3]2[C:4]3[C:5](=[N:13][N:14](C(C4C=CC=CC=4)(C4C=CC=CC=4)C4C=CC=CC=4)[CH:15]=3)[C:6](=[O:12])[NH:7][C:8]=2[N:9]=[CH:10][CH:11]=1.[NH2:35][C:36]1[CH:41]=[CH:40][C:39]([NH:42][C:43](=[O:50])[C:44]2[CH:49]=[CH:48][CH:47]=[CH:46][CH:45]=2)=[CH:38][CH:37]=1.Cl.O1CCOCC1.